This data is from Forward reaction prediction with 1.9M reactions from USPTO patents (1976-2016). The task is: Predict the product of the given reaction. (1) Given the reactants [N+:1]([C:4]1[CH:9]=[CH:8][C:7]([C:10]([N:12]=[C:13]=[S:14])=[O:11])=[CH:6][CH:5]=1)([O-:3])=[O:2].[CH3:15][O:16][C:17]1[CH:18]=[C:19]2[C:24](=[CH:25][C:26]=1[O:27][CH3:28])[N:23]=[CH:22][CH:21]=[C:20]2[O:29][C:30]1[CH:36]=[CH:35][C:33]([NH2:34])=[C:32]([CH3:37])[CH:31]=1.C1(C)C=CC=CC=1, predict the reaction product. The product is: [CH3:15][O:16][C:17]1[CH:18]=[C:19]2[C:24](=[CH:25][C:26]=1[O:27][CH3:28])[N:23]=[CH:22][CH:21]=[C:20]2[O:29][C:30]1[CH:36]=[CH:35][C:33]([NH:34][C:13]([NH:12][C:10](=[O:11])[C:7]2[CH:6]=[CH:5][C:4]([N+:1]([O-:3])=[O:2])=[CH:9][CH:8]=2)=[S:14])=[C:32]([CH3:37])[CH:31]=1. (2) The product is: [CH3:54][CH:53]([CH3:55])[C@H:49]([NH:48][C:46](=[O:47])[O:45][CH3:44])[C:50](=[O:52])[N:31]1[CH2:32][CH2:33][CH2:34][C@H:30]1[C:28]1[NH:29][C:25]([C:16]2[CH:15]=[C:14]3[C:24]4[C:23]5[C:11]([CH2:12][CH2:13]3)=[CH:10][C:9]([B:4]3[O:5][C:6]([CH3:8])([CH3:7])[C:2]([CH3:42])([CH3:1])[O:3]3)=[CH:22][C:21]=5[CH2:20][CH2:19][C:18]=4[CH:17]=2)=[CH:26][N:27]=1. Given the reactants [CH3:1][C:2]1([CH3:42])[C:6]([CH3:8])([CH3:7])[O:5][B:4]([C:9]2[CH:10]=[C:11]3[C:23]4[C:24]5[C:14](=[CH:15][C:16]([C:25]6[NH:29][C:28]([C@@H:30]7[CH2:34][CH2:33][CH2:32][N:31]7C(OC(C)(C)C)=O)=[N:27][CH:26]=6)=[CH:17][C:18]=5[CH2:19][CH2:20][C:21]=4[CH:22]=2)[CH2:13][CH2:12]3)[O:3]1.Cl.[CH3:44][O:45][C:46]([NH:48][C@@H:49]([CH:53]([CH3:55])[CH3:54])[C:50]([OH:52])=O)=[O:47].CN(C(ON1N=NC2C=CC=NC1=2)=[N+](C)C)C.F[P-](F)(F)(F)(F)F.CCN(C(C)C)C(C)C, predict the reaction product.